This data is from Reaction yield outcomes from USPTO patents with 853,638 reactions. The task is: Predict the reaction yield, written as a fraction of the theoretical maximum amount of product (1.0 means a 100% yield; for example, 0.34 means a 34% yield). (1) The reactants are [CH:1]1([C@@:4]23[C@:15]([CH2:17][CH2:18][C:19]4[CH:24]=[CH:23][CH:22]=[CH:21][C:20]=4[CH:25]([OH:30])[C:26]([O:28]C)=[O:27])([OH:16])[CH2:14][CH2:13][C:12]2=[CH:11][C:10]2[N:9]([C:31]4[CH:36]=[CH:35][C:34]([F:37])=[CH:33][CH:32]=4)[N:8]=[CH:7][C:6]=2[CH2:5]3)[CH2:3][CH2:2]1.[OH-].[Na+].Cl.[CH3:41]CO. No catalyst specified. The product is [CH3:41][C:25]([C:20]1[CH:21]=[CH:22][CH:23]=[CH:24][C:19]=1[CH2:18][CH2:17][C@:15]1([OH:16])[C@@:4]2([CH:1]3[CH2:2][CH2:3]3)[CH2:5][C:6]3[CH:7]=[N:8][N:9]([C:31]4[CH:32]=[CH:33][C:34]([F:37])=[CH:35][CH:36]=4)[C:10]=3[CH:11]=[C:12]2[CH2:13][CH2:14]1)([OH:30])[C:26]([OH:28])=[O:27]. The yield is 0.980. (2) The catalyst is C1COCC1. The reactants are Br[CH2:2][C:3]1[O:7][C:6]2[C:8]([O:14]C(=O)C)=[C:9]([O:12][CH3:13])[CH:10]=[CH:11][C:5]=2[C:4]=1[C:18](=[O:31])[C:19]1[CH:24]=[C:23]([O:25][CH3:26])[C:22]([O:27][CH3:28])=[C:21]([O:29][CH3:30])[CH:20]=1.[CH3:32][N:33]1[CH2:38][CH2:37][NH:36][CH2:35][CH2:34]1.CNC. The yield is 0.460. The product is [CH3:32][N:33]1[CH2:38][CH2:37][N:36]([CH2:2][C:3]2[O:7][C:6]3[C:8]([OH:14])=[C:9]([O:12][CH3:13])[CH:10]=[CH:11][C:5]=3[C:4]=2[C:18](=[O:31])[C:19]2[CH:24]=[C:23]([O:25][CH3:26])[C:22]([O:27][CH3:28])=[C:21]([O:29][CH3:30])[CH:20]=2)[CH2:35][CH2:34]1.